This data is from Full USPTO retrosynthesis dataset with 1.9M reactions from patents (1976-2016). The task is: Predict the reactants needed to synthesize the given product. (1) Given the product [Cl:23][C:20]1[N:21]=[CH:22][C:17]([N:7]2[CH2:6][C@H:3]3[C@H:2]([N:1]([C:9]([O:11][C:12]([CH3:15])([CH3:14])[CH3:13])=[O:10])[CH2:5][CH2:4]3)[CH2:8]2)=[CH:18][C:19]=1[CH3:24], predict the reactants needed to synthesize it. The reactants are: [N:1]1([C:9]([O:11][C:12]([CH3:15])([CH3:14])[CH3:13])=[O:10])[CH2:5][CH2:4][C@H:3]2[CH2:6][NH:7][CH2:8][C@@H:2]12.Br[C:17]1[CH:18]=[C:19]([CH3:24])[C:20]([Cl:23])=[N:21][CH:22]=1. (2) Given the product [F:1][C:2]1[CH:7]=[C:6]([I:8])[CH:5]=[CH:4][C:3]=1[N:9]1[C:14]2[N:15]([CH3:16])[C:25](=[O:27])[C:21]([CH3:20])=[C:22]([OH:24])[C:13]=2[C:12](=[O:17])[N:11]([CH3:18])[C:10]1=[O:19], predict the reactants needed to synthesize it. The reactants are: [F:1][C:2]1[CH:7]=[C:6]([I:8])[CH:5]=[CH:4][C:3]=1[N:9]1[C:14]([NH:15][CH3:16])=[CH:13][C:12](=[O:17])[N:11]([CH3:18])[C:10]1=[O:19].[CH3:20][CH:21]([C:25]([OH:27])=O)[C:22]([OH:24])=O.